From a dataset of Forward reaction prediction with 1.9M reactions from USPTO patents (1976-2016). Predict the product of the given reaction. (1) Given the reactants [C:1]([C:3]1[CH:15]=[CH:14][C:6]([O:7][CH2:8][C:9]([O:11][CH2:12][CH3:13])=[O:10])=[CH:5][CH:4]=1)#[CH:2].I[C:17]1[CH:22]=[CH:21][C:20]([CH3:23])=[CH:19][CH:18]=1, predict the reaction product. The product is: [C:20]1([CH3:23])[CH:21]=[CH:22][C:17]([C:2]#[C:1][C:3]2[CH:15]=[CH:14][C:6]([O:7][CH2:8][C:9]([O:11][CH2:12][CH3:13])=[O:10])=[CH:5][CH:4]=2)=[CH:18][CH:19]=1. (2) Given the reactants [F:1][C:2]([F:18])([F:17])[C:3]([N:5]1[CH2:14][CH2:13][C:12]2[C:7](=[CH:8][CH:9]=[C:10]([CH:15]=O)[CH:11]=2)[CH2:6]1)=[O:4].[NH:19]1[CH2:24][CH2:23][CH2:22][CH2:21][CH2:20]1.C(O[BH-](OC(=O)C)OC(=O)C)(=O)C.[Na+], predict the reaction product. The product is: [F:1][C:2]([F:18])([F:17])[C:3]([N:5]1[CH2:14][CH2:13][C:12]2[C:7](=[CH:8][CH:9]=[C:10]([CH2:15][N:19]3[CH2:24][CH2:23][CH2:22][CH2:21][CH2:20]3)[CH:11]=2)[CH2:6]1)=[O:4]. (3) Given the reactants [CH3:1][O:2][C:3]1[N:8]=[CH:7][C:6]2/[C:9](=[CH:15]\[C:16]3[CH:21]=[CH:20][CH:19]=[CH:18][N:17]=3)/[C:10](=[O:14])[CH2:11][CH2:12][CH2:13][C:5]=2[CH:4]=1, predict the reaction product. The product is: [CH3:1][O:2][C:3]1[N:8]=[CH:7][C:6]2[CH:9]([CH2:15][C:16]3[CH:21]=[CH:20][CH:19]=[CH:18][N:17]=3)[C:10](=[O:14])[CH2:11][CH2:12][CH2:13][C:5]=2[CH:4]=1. (4) Given the reactants [OH:1][CH2:2][C@H:3]1[CH2:7][O:6][C:5](=[O:8])[NH:4]1.N1C=CN=C1.[Si:14](Cl)([C:17]([CH3:20])([CH3:19])[CH3:18])([CH3:16])[CH3:15], predict the reaction product. The product is: [Si:14]([O:1][CH2:2][C@H:3]1[CH2:7][O:6][C:5](=[O:8])[NH:4]1)([C:17]([CH3:20])([CH3:19])[CH3:18])([CH3:16])[CH3:15]. (5) Given the reactants [CH3:1][C:2]1[CH:7]=[C:6]([C:8]2[CH:9]=[N:10][CH:11]=[N:12][CH:13]=2)[CH:5]=[C:4]([CH3:14])[C:3]=1[OH:15].Br[CH2:17][C:18]([O:20][CH3:21])=[O:19].C(=O)([O-])[O-].[Cs+].[Cs+], predict the reaction product. The product is: [CH3:14][C:4]1[CH:5]=[C:6]([C:8]2[CH:13]=[N:12][CH:11]=[N:10][CH:9]=2)[CH:7]=[C:2]([CH3:1])[C:3]=1[O:15][CH2:17][C:18]([O:20][CH3:21])=[O:19]. (6) Given the reactants C(=O)([O-])[O-].[K+].[K+].CC1C=CC(S(O[CH2:18][CH2:19][C@H:20]([OH:27])[C:21]2[CH:26]=[CH:25][CH:24]=[CH:23][CH:22]=2)(=O)=O)=CC=1.[CH:28]([C:31]1[N:35]([CH:36]2[CH2:41][CH2:40][NH:39][CH2:38][CH2:37]2)[C:34]([CH3:42])=[N:33][N:32]=1)([CH3:30])[CH3:29], predict the reaction product. The product is: [CH:28]([C:31]1[N:35]([CH:36]2[CH2:41][CH2:40][N:39]([CH2:18][CH2:19][C@@H:20]([C:21]3[CH:22]=[CH:23][CH:24]=[CH:25][CH:26]=3)[OH:27])[CH2:38][CH2:37]2)[C:34]([CH3:42])=[N:33][N:32]=1)([CH3:30])[CH3:29]. (7) The product is: [F:18][C:2]([F:1])([F:19])[C:3]1[CH:8]=[CH:7][C:6]([S:9][C:10]2[CH:11]=[C:12]([CH2:13][OH:14])[CH:15]=[CH:16][CH:17]=2)=[CH:5][CH:4]=1. Given the reactants [F:1][C:2]([F:19])([F:18])[C:3]1[CH:8]=[CH:7][C:6]([S:9][C:10]2[CH:11]=[C:12]([CH:15]=[CH:16][CH:17]=2)[CH:13]=[O:14])=[CH:5][CH:4]=1.[BH4-].[Na+], predict the reaction product.